This data is from Reaction yield outcomes from USPTO patents with 853,638 reactions. The task is: Predict the reaction yield, written as a fraction of the theoretical maximum amount of product (1.0 means a 100% yield; for example, 0.34 means a 34% yield). (1) The reactants are [N:1]12[CH2:8][CH2:7][C:4]([C:9]([C:19]3[CH:24]=[CH:23][CH:22]=[C:21]([O:25][CH3:26])[CH:20]=3)([C:11]3[CH:16]=[CH:15][CH:14]=[C:13]([O:17][CH3:18])[CH:12]=3)[OH:10])([CH2:5][CH2:6]1)[CH2:3][CH2:2]2.[C:27]1([O:33][CH2:34][CH2:35][CH2:36][Br:37])[CH:32]=[CH:31][CH:30]=[CH:29][CH:28]=1. The catalyst is CC#N. The product is [Br-:37].[OH:10][C:9]([C:19]1[CH:24]=[CH:23][CH:22]=[C:21]([O:25][CH3:26])[CH:20]=1)([C:11]1[CH:16]=[CH:15][CH:14]=[C:13]([O:17][CH3:18])[CH:12]=1)[C:4]12[CH2:5][CH2:6][N+:1]([CH2:36][CH2:35][CH2:34][O:33][C:27]3[CH:32]=[CH:31][CH:30]=[CH:29][CH:28]=3)([CH2:2][CH2:3]1)[CH2:8][CH2:7]2. The yield is 0.332. (2) The reactants are [C:1]12([NH2:11])[CH2:10][CH:5]3[CH2:6][CH:7]([CH2:9][CH:3]([CH2:4]3)[CH2:2]1)[CH2:8]2.[NH:12]1[C:16]2[CH:17]=[CH:18][CH:19]=[CH:20][C:15]=2[N:14]=[C:13]1[CH:21]=O. No catalyst specified. The product is [C:1]12([NH:11][CH2:21][C:13]3[NH:14][C:15]4[CH:20]=[CH:19][CH:18]=[CH:17][C:16]=4[N:12]=3)[CH2:8][CH:7]3[CH2:6][CH:5]([CH2:4][CH:3]([CH2:9]3)[CH2:2]1)[CH2:10]2. The yield is 0.760. (3) The reactants are [F:1][C:2]1[CH:3]=[C:4]([OH:9])[CH:5]=[CH:6][C:7]=1[NH2:8].[Cl:10][C:11]1[CH:16]=[CH:15][C:14]([N:17]=[C:18]=[O:19])=[CH:13][C:12]=1[C:20]([F:23])([F:22])[F:21].O. The catalyst is ClCCl. The product is [Cl:10][C:11]1[CH:16]=[CH:15][C:14]([NH:17][C:18]([NH:8][C:7]2[CH:6]=[CH:5][C:4]([OH:9])=[CH:3][C:2]=2[F:1])=[O:19])=[CH:13][C:12]=1[C:20]([F:21])([F:22])[F:23]. The yield is 0.890. (4) The reactants are C[O:2][C:3]([CH:5]1[CH2:10][CH2:9][CH:8]([C:11]2[NH:15][N:14]=[N:13][N:12]=2)[CH2:7][CH2:6]1)=[O:4].[OH-].[Li+].C1COCC1. The catalyst is O. The product is [NH:15]1[C:11]([CH:8]2[CH2:7][CH2:6][CH:5]([C:3]([OH:4])=[O:2])[CH2:10][CH2:9]2)=[N:12][N:13]=[N:14]1. The yield is 0.610. (5) The reactants are O([C:9]1[C:14]([Br:15])=[CH:13][C:12]([N+:16]([O-:18])=[O:17])=[CH:11][C:10]=1[Br:19])S(C(F)(F)F)(=O)=O.[Na+].[I-:21]. The catalyst is CN(C=O)C. The product is [Br:19][C:10]1[CH:11]=[C:12]([N+:16]([O-:18])=[O:17])[CH:13]=[C:14]([Br:15])[C:9]=1[I:21]. The yield is 0.690. (6) The reactants are [CH:1]1([NH:4][C:5](=[O:43])[NH:6][C:7]2[CH:41]=[CH:40][C:10]([O:11][C:12]3[CH:17]=[CH:16][N:15]=[C:14]4[CH:18]=[C:19]([C:21]5[CH:22]=[N:23][N:24]([CH2:26][CH2:27][N:28]([CH2:36][CH2:37][O:38][CH3:39])C(=O)OC(C)(C)C)[CH:25]=5)[S:20][C:13]=34)=[C:9]([F:42])[CH:8]=2)[CH2:3][CH2:2]1.C(O)(C(F)(F)F)=O. The catalyst is C(Cl)Cl. The product is [CH:1]1([NH:4][C:5]([NH:6][C:7]2[CH:41]=[CH:40][C:10]([O:11][C:12]3[CH:17]=[CH:16][N:15]=[C:14]4[CH:18]=[C:19]([C:21]5[CH:22]=[N:23][N:24]([CH2:26][CH2:27][NH:28][CH2:36][CH2:37][O:38][CH3:39])[CH:25]=5)[S:20][C:13]=34)=[C:9]([F:42])[CH:8]=2)=[O:43])[CH2:3][CH2:2]1. The yield is 0.520. (7) The reactants are [Br:1][C:2]1[CH:3]=[C:4]([C:12]2[C:21]3[C:16](=[C:17]4[CH:24]=[CH:23][N:22]([CH3:25])[C:18]4=[CH:19][CH:20]=3)[O:15][C:14](=N)[C:13]=2[C:27]#[N:28])[CH:5]=[C:6]([O:10][CH3:11])[C:7]=1[O:8][CH3:9].C([O-])(O)=[O:30].[Na+]. The catalyst is C1COCC1.O.[Cl-].[Cl-].[Zn+2]. The product is [Br:1][C:2]1[CH:3]=[C:4]([C:12]2[C:21]3[C:16](=[C:17]4[CH:24]=[CH:23][N:22]([CH3:25])[C:18]4=[CH:19][CH:20]=3)[O:15][C:14](=[O:30])[C:13]=2[C:27]#[N:28])[CH:5]=[C:6]([O:10][CH3:11])[C:7]=1[O:8][CH3:9]. The yield is 0.180. (8) The reactants are [Br:1][CH2:2]/[CH:3]=[CH:4]/[C:5]1[CH:10]=[CH:9][CH:8]=[C:7]([N+:11]([O-:13])=[O:12])[CH:6]=1.[N+](=[CH:16][C:17]([O:19][CH2:20][CH3:21])=[O:18])=[N-]. The catalyst is ClCCl.CC(O)=O.CC(O)=O.CC(O)=O.CC(O)=O.[Rh].[Rh]. The product is [Br:1][CH2:2][CH:3]1[CH:4]([C:5]2[CH:10]=[CH:9][CH:8]=[C:7]([N+:11]([O-:13])=[O:12])[CH:6]=2)[CH:16]1[C:17]([O:19][CH2:20][CH3:21])=[O:18]. The yield is 0.0700.